From a dataset of Forward reaction prediction with 1.9M reactions from USPTO patents (1976-2016). Predict the product of the given reaction. (1) Given the reactants [OH:1][CH2:2][CH:3]1[CH2:8][CH2:7][N:6]([C:9]([O:11][C:12]([CH3:15])([CH3:14])[CH3:13])=[O:10])[CH2:5][CH2:4]1.C(N(C(C)C)CC)(C)C.ClC(Cl)(O[C:29](=[O:35])OC(Cl)(Cl)Cl)Cl.[S:37]1[C:41]2[CH2:42][CH2:43][CH2:44][C:40]=2[N:39]=[C:38]1[C:45]1[CH:51]=[CH:50][CH:49]=[CH:48][C:46]=1[NH2:47].C(=O)(O)[O-].[Na+], predict the reaction product. The product is: [S:37]1[C:41]2[CH2:42][CH2:43][CH2:44][C:40]=2[N:39]=[C:38]1[C:45]1[CH:51]=[CH:50][CH:49]=[CH:48][C:46]=1[NH:47][C:29]([O:1][CH2:2][CH:3]1[CH2:8][CH2:7][N:6]([C:9]([O:11][C:12]([CH3:15])([CH3:14])[CH3:13])=[O:10])[CH2:5][CH2:4]1)=[O:35]. (2) Given the reactants [Na].[CH3:2]CN(C(C)C)C(C)C.[OH:11][C:12]([C:14]([F:17])([F:16])[F:15])=[O:13].[F:18][C:19]1[CH:45]=[C:44]([F:46])[CH:43]=[CH:42][C:20]=1[O:21][CH:22]1[CH2:27][CH2:26][N:25]([C:28]2[N:29]=[C:30]3[CH2:41][CH2:40][NH:39][CH2:38][C:31]3=[N:32][C:33]=2[NH:34][CH:35]([CH3:37])[CH3:36])[CH2:24][CH2:23]1.C=O, predict the reaction product. The product is: [F:18][C:19]1[CH:45]=[C:44]([F:46])[CH:43]=[CH:42][C:20]=1[O:21][CH:22]1[CH2:23][CH2:24][N:25]([C:28]2[N:29]=[C:30]3[CH2:41][CH2:40][N:39]([CH3:2])[CH2:38][C:31]3=[N:32][C:33]=2[NH:34][CH:35]([CH3:37])[CH3:36])[CH2:26][CH2:27]1.[C:12]([OH:13])([C:14]([F:17])([F:16])[F:15])=[O:11].